From a dataset of Peptide-MHC class I binding affinity with 185,985 pairs from IEDB/IMGT. Regression. Given a peptide amino acid sequence and an MHC pseudo amino acid sequence, predict their binding affinity value. This is MHC class I binding data. (1) The peptide sequence is EMKINRQIL. The MHC is HLA-B08:01 with pseudo-sequence HLA-B08:01. The binding affinity (normalized) is 0.824. (2) The peptide sequence is SLSAYIIRVT. The MHC is HLA-A02:03 with pseudo-sequence HLA-A02:03. The binding affinity (normalized) is 0.382. (3) The peptide sequence is YPDPVIKV. The MHC is HLA-B40:02 with pseudo-sequence HLA-B40:02. The binding affinity (normalized) is 0.419. (4) The peptide sequence is AQIDNYNKF. The MHC is HLA-B38:01 with pseudo-sequence HLA-B38:01. The binding affinity (normalized) is 0.115. (5) The peptide sequence is QSYVDRFY. The MHC is Mamu-A02 with pseudo-sequence Mamu-A02. The binding affinity (normalized) is 0.155. (6) The peptide sequence is RKRLRLIHLL. The MHC is HLA-B27:05 with pseudo-sequence HLA-B27:05. The binding affinity (normalized) is 0.541. (7) The peptide sequence is PEDDGTDWF. The MHC is HLA-B18:01 with pseudo-sequence HLA-B18:01. The binding affinity (normalized) is 0.0847. (8) The peptide sequence is IVAPYLFWL. The MHC is HLA-A03:01 with pseudo-sequence HLA-A03:01. The binding affinity (normalized) is 0.213. (9) The peptide sequence is KAALDLSHFL. The MHC is HLA-C06:02 with pseudo-sequence HLA-C06:02. The binding affinity (normalized) is 0.0165. (10) The binding affinity (normalized) is 0.0847. The MHC is HLA-B46:01 with pseudo-sequence HLA-B46:01. The peptide sequence is FLYDRLAST.